This data is from Catalyst prediction with 721,799 reactions and 888 catalyst types from USPTO. The task is: Predict which catalyst facilitates the given reaction. Product: [CH3:1][NH:2][C:3](=[O:4])[C:5]1[CH:13]=[CH:12][C:8]([C:9]([N:64]2[CH2:63][C:62]3[CH:68]=[C:58]([C:50]4[CH:49]=[N:48][C:57]5[C:52]([CH:51]=4)=[CH:53][CH:54]=[CH:55][CH:56]=5)[CH:59]=[CH:60][C:61]=3[O:67][CH2:66][CH2:65]2)=[O:10])=[CH:7][CH:6]=1. The catalyst class is: 634. Reactant: [CH3:1][NH:2][C:3]([C:5]1[CH:13]=[CH:12][C:8]([C:9](O)=[O:10])=[CH:7][CH:6]=1)=[O:4].CCN(C(C)C)C(C)C.CN(C(ON1N=NC2C=CC=NC1=2)=[N+](C)C)C.F[P-](F)(F)(F)(F)F.Cl.[N:48]1[C:57]2[C:52](=[CH:53][CH:54]=[CH:55][CH:56]=2)[CH:51]=[C:50]([C:58]2[CH:59]=[CH:60][C:61]3[O:67][CH2:66][CH2:65][N:64]=[CH:63][C:62]=3[CH:68]=2)[CH:49]=1.